This data is from Peptide-MHC class II binding affinity with 134,281 pairs from IEDB. The task is: Regression. Given a peptide amino acid sequence and an MHC pseudo amino acid sequence, predict their binding affinity value. This is MHC class II binding data. (1) The MHC is DRB1_0101 with pseudo-sequence DRB1_0101. The peptide sequence is NWVEFKGYALCYSKS. The binding affinity (normalized) is 0.669. (2) The peptide sequence is HAYYLQYKNVRPDYL. The MHC is DRB3_0101 with pseudo-sequence DRB3_0101. The binding affinity (normalized) is 0.576. (3) The peptide sequence is ELQLKDGRRIVVPCR. The MHC is HLA-DQA10102-DQB10501 with pseudo-sequence HLA-DQA10102-DQB10501. The binding affinity (normalized) is 0.778.